Dataset: Catalyst prediction with 721,799 reactions and 888 catalyst types from USPTO. Task: Predict which catalyst facilitates the given reaction. (1) Reactant: CS(O[CH2:6][CH2:7][N:8]([C:16](=[O:21])[C:17]([F:20])([F:19])[F:18])[CH2:9][CH2:10]OS(C)(=O)=O)(=O)=O.[CH:22]1([NH2:25])[CH2:24][CH2:23]1. Product: [CH:22]1([N:25]2[CH2:10][CH2:9][N:8]([C:16](=[O:21])[C:17]([F:20])([F:19])[F:18])[CH2:7][CH2:6]2)[CH2:24][CH2:23]1. The catalyst class is: 1. (2) The catalyst class is: 9. Product: [Br:16][C:13]1[S:12][C:11]([CH2:10][CH2:9][C:6]2([CH3:17])[CH2:7][O:8][C:3](=[O:2])[NH:5]2)=[CH:15][CH:14]=1. Reactant: C[O:2][C:3]([NH:5][C:6]([CH3:17])([CH2:9][CH2:10][C:11]1[S:12][C:13]([Br:16])=[CH:14][CH:15]=1)[CH2:7][OH:8])=O.CC(C)([O-])C.[K+].